This data is from Peptide-MHC class I binding affinity with 185,985 pairs from IEDB/IMGT. The task is: Regression. Given a peptide amino acid sequence and an MHC pseudo amino acid sequence, predict their binding affinity value. This is MHC class I binding data. The peptide sequence is VVADLSARNK. The MHC is HLA-A68:01 with pseudo-sequence HLA-A68:01. The binding affinity (normalized) is 0.560.